This data is from Catalyst prediction with 721,799 reactions and 888 catalyst types from USPTO. The task is: Predict which catalyst facilitates the given reaction. (1) Reactant: O=[C:2]1[CH2:7][CH2:6][N:5]([C:8]([O:10][CH2:11][CH3:12])=[O:9])[CH2:4][CH2:3]1.[CH2:13]([O:20][C:21]1[CH:26]=[CH:25][C:24]([NH:27]N)=[CH:23][CH:22]=1)[C:14]1[CH:19]=[CH:18][CH:17]=[CH:16][CH:15]=1. Product: [C:14]1([CH2:13][O:20][C:21]2[CH:26]=[CH:25][C:24]3[NH:27][C:2]4[CH2:7][CH2:6][N:5]([C:8]([O:10][CH2:11][CH3:12])=[O:9])[CH2:4][C:3]=4[C:23]=3[CH:22]=2)[CH:15]=[CH:16][CH:17]=[CH:18][CH:19]=1. The catalyst class is: 8. (2) Reactant: [I:1][C:2]1[C:6]2[C:7]([O:11][CH3:12])=[N:8][CH:9]=[CH:10][C:5]=2[NH:4][CH:3]=1.[H-].[Na+].CC1C=CC(S(O[C@H:26]2[CH2:31][CH2:30][C@@H:29]([O:32][Si:33]([C:36]([CH3:39])([CH3:38])[CH3:37])([CH3:35])[CH3:34])[CH2:28][CH2:27]2)(=O)=O)=CC=1. Product: [Si:33]([O:32][C@H:29]1[CH2:28][CH2:27][C@H:26]([N:4]2[C:5]3[CH:10]=[CH:9][N:8]=[C:7]([O:11][CH3:12])[C:6]=3[C:2]([I:1])=[CH:3]2)[CH2:31][CH2:30]1)([C:36]([CH3:39])([CH3:38])[CH3:37])([CH3:35])[CH3:34]. The catalyst class is: 3. (3) Product: [CH3:25][N:26]([CH3:32])[C@H:27]1[CH2:31][CH2:30][N:29]([C:2]2[C:3]([C:19]3[CH:24]=[CH:23][CH:22]=[CH:21][CH:20]=3)=[C:4]([CH3:18])[C:5]([C:16]#[N:17])=[C:6]3[C:10]=2[O:9][C:8]([N:11]2[CH2:14][CH:13]([OH:15])[CH2:12]2)=[N:7]3)[CH2:28]1. The catalyst class is: 16. Reactant: F[C:2]1[C:3]([C:19]2[CH:24]=[CH:23][CH:22]=[CH:21][CH:20]=2)=[C:4]([CH3:18])[C:5]([C:16]#[N:17])=[C:6]2[C:10]=1[O:9][C:8]([N:11]1[CH2:14][CH:13]([OH:15])[CH2:12]1)=[N:7]2.[CH3:25][N:26]([CH3:32])[C@H:27]1[CH2:31][CH2:30][NH:29][CH2:28]1.C(N(CC)CC)C. (4) Reactant: Cl.[CH3:2][N:3]1[CH2:8][CH2:7][CH:6]=[C:5]([C:9]([O:11]C)=O)[CH2:4]1.C1COCC1.CO.[NH2:20][OH:21].[OH-].[Na+]. Product: [OH:21][NH:20][C:9]([C:5]1[CH2:4][N:3]([CH3:2])[CH2:8][CH2:7][CH:6]=1)=[O:11]. The catalyst class is: 6. (5) Reactant: [CH3:1][C:2]1[C:10]([C@H:11]2[CH2:13][O:12]2)=[CH:9][CH:8]=[C:7]2[C:3]=1[CH2:4][O:5][C:6]2=[O:14].[OH:15][CH2:16][C@H:17]1[NH:22][CH2:21][CH2:20][N:19]([C:23]([O:25][C:26]([CH3:29])([CH3:28])[CH3:27])=[O:24])[CH2:18]1. The catalyst class is: 8. Product: [OH:12][C@@H:11]([C:10]1[C:2]([CH3:1])=[C:3]2[C:7](=[CH:8][CH:9]=1)[C:6](=[O:14])[O:5][CH2:4]2)[CH2:13][N:22]1[CH2:21][CH2:20][N:19]([C:23]([O:25][C:26]([CH3:27])([CH3:28])[CH3:29])=[O:24])[CH2:18][C@H:17]1[CH2:16][OH:15]. (6) Reactant: [CH3:1][C:2]1[CH:10]=[CH:9][C:8]2[N:7]([CH2:11][CH:12]([C:14]3[CH:19]=[CH:18][N:17]=[CH:16][CH:15]=3)[OH:13])[C:6]3[CH2:20][CH2:21][N:22]4[CH:26]([C:5]=3[C:4]=2[CH:3]=1)[CH2:25][CH2:24][CH2:23]4.ClC1C=CC=C(C(OO)=[O:35])C=1.C(=O)(O)[O-].[Na+]. Product: [OH:13][CH:12]([C:14]1[CH:19]=[CH:18][N:17]=[CH:16][CH:15]=1)[CH2:11][N:7]1[C:8]2[CH:9]=[CH:10][C:2]([CH3:1])=[CH:3][C:4]=2[C:5]2[CH:26]3[N+:22]([O-:35])([CH2:21][CH2:20][C:6]1=2)[CH2:23][CH2:24][CH2:25]3. The catalyst class is: 4.